This data is from Full USPTO retrosynthesis dataset with 1.9M reactions from patents (1976-2016). The task is: Predict the reactants needed to synthesize the given product. Given the product [N+:23]([C:15]1[CH:16]=[C:17]([CH:21]=[CH:22][C:14]=1[NH:12][C:8]1[CH:9]=[CH:10][CH:11]=[C:6]([C:2]2[S:1][CH:5]=[CH:4][N:3]=2)[CH:7]=1)[C:18]([OH:20])=[O:19])([O-:25])=[O:24], predict the reactants needed to synthesize it. The reactants are: [S:1]1[CH:5]=[CH:4][N:3]=[C:2]1[C:6]1[CH:7]=[C:8]([NH2:12])[CH:9]=[CH:10][CH:11]=1.F[C:14]1[CH:22]=[CH:21][C:17]([C:18]([OH:20])=[O:19])=[CH:16][C:15]=1[N+:23]([O-:25])=[O:24].